The task is: Predict the product of the given reaction.. This data is from Forward reaction prediction with 1.9M reactions from USPTO patents (1976-2016). (1) Given the reactants [CH2:1]([O:3][C:4](=[O:19])/[C:5](=[CH:15]\[N:16](C)C)/[C:6](=O)[CH:7]([O:11][CH2:12][CH3:13])[O:8][CH2:9][CH3:10])[CH3:2].Cl.[F:21][C:22]1[CH:27]=[CH:26][C:25]([NH:28]N)=[CH:24][CH:23]=1, predict the reaction product. The product is: [CH2:1]([O:3][C:4]([C:5]1[CH:15]=[N:16][N:28]([C:25]2[CH:26]=[CH:27][C:22]([F:21])=[CH:23][CH:24]=2)[C:6]=1[CH:7]([O:11][CH2:12][CH3:13])[O:8][CH2:9][CH3:10])=[O:19])[CH3:2]. (2) Given the reactants [F:1][C:2]1[CH:3]=[CH:4][C:5]([O:10][CH:11]2[CH2:15][CH2:14][CH2:13][CH2:12]2)=[C:6]([CH:9]=1)[CH:7]=O.[Li+].C[Si]([N-:21][Si](C)(C)C)(C)C.[C:26](Cl)(=[O:28])[CH3:27].Cl[Si:31]([CH3:34])([CH3:33])[CH3:32], predict the reaction product. The product is: [F:1][C:2]1[CH:3]=[CH:4][C:5]([O:10][CH:11]2[CH2:15][CH2:14][CH2:13][CH2:12]2)=[C:6]([CH:7]=[N:21][C:26]([O:28][Si:31]([CH3:34])([CH3:33])[CH3:32])=[CH2:27])[CH:9]=1. (3) Given the reactants Br[C:2]1[C:11]2[C:6](=[CH:7][CH:8]=[CH:9][CH:10]=2)[C:5]([NH:12][C:13]2[CH:18]=[CH:17][C:16]([C:19]([CH3:22])([CH3:21])[CH3:20])=[CH:15][CH:14]=2)=[N:4][CH:3]=1.[Li]CCCC.CCCCCC.C[O:35][C:36](=O)[CH2:37][O:38][Si](C(C)(C)C)(C)C, predict the reaction product. The product is: [C:19]([C:16]1[CH:17]=[CH:18][C:13]([NH:12][C:5]2[C:6]3[C:11](=[CH:10][CH:9]=[CH:8][CH:7]=3)[C:2]([C:36](=[O:35])[CH2:37][OH:38])=[CH:3][N:4]=2)=[CH:14][CH:15]=1)([CH3:22])([CH3:21])[CH3:20]. (4) Given the reactants [NH:1]1[C:6](=[O:7])[CH2:5][NH:4][C:3]2[N:8]=[CH:9][CH:10]=[CH:11][C:2]1=2.[F:12][C:13]([F:29])([F:28])[O:14][C:15]1[CH:20]=[CH:19][C:18]([NH:21][CH:22]([CH2:26][CH3:27])[C:23](O)=[O:24])=[CH:17][CH:16]=1.Cl.CN(C)CCCN=C=NCC.O.ON1C2C=CC=CC=2N=N1, predict the reaction product. The product is: [F:12][C:13]([F:28])([F:29])[O:14][C:15]1[CH:16]=[CH:17][C:18]([NH:21][CH:22]([CH2:26][CH3:27])[C:23]([N:4]2[CH2:5][C:6](=[O:7])[NH:1][C:2]3[CH:11]=[CH:10][CH:9]=[N:8][C:3]2=3)=[O:24])=[CH:19][CH:20]=1. (5) The product is: [F:9][B-:10]([F:13])([F:12])[F:11].[C:1]1(=[O:8])[NH:7][CH2:6][CH2:5][CH2:4][CH2:3][CH2:2]1. Given the reactants [C:1]1(=[O:8])[NH:7][CH2:6][CH2:5][CH2:4][CH2:3][CH2:2]1.[F:9][B-:10]([F:13])([F:12])[F:11].[H+], predict the reaction product. (6) Given the reactants I[C:2]1[S:6][C:5]([C:7]2[CH:16]=[C:15]3[C:10]([CH2:11][CH2:12][N:13]([CH3:18])[C:14]3=[O:17])=[CH:9][CH:8]=2)=[CH:4][CH:3]=1.CC1(C)C(C)(C)OB([C:27]2[CH:28]=[C:29]([NH:33][C:34](=[O:40])[O:35][C:36]([CH3:39])([CH3:38])[CH3:37])[CH:30]=[N:31][CH:32]=2)O1, predict the reaction product. The product is: [CH3:18][N:13]1[CH2:12][CH2:11][C:10]2[C:15](=[CH:16][C:7]([C:5]3[S:6][C:2]([C:27]4[CH:28]=[C:29]([NH:33][C:34](=[O:40])[O:35][C:36]([CH3:38])([CH3:37])[CH3:39])[CH:30]=[N:31][CH:32]=4)=[CH:3][CH:4]=3)=[CH:8][CH:9]=2)[C:14]1=[O:17]. (7) Given the reactants CN(C(ON1N=NC2C=CC=NC1=2)=[N+](C)C)C.F[P-](F)(F)(F)(F)F.[NH2:25][C:26]1[C:27]([C:36]([OH:38])=O)=[CH:28][C:29]2[C:34]([CH:35]=1)=[CH:33][CH:32]=[CH:31][CH:30]=2.[NH2:39][C@@H:40]([CH:49]1[CH2:54][CH2:53][CH2:52][CH2:51][CH2:50]1)[CH2:41][C:42]([O:44][C:45]([CH3:48])([CH3:47])[CH3:46])=[O:43].C(N(CC)C(C)C)(C)C.C([O-])(O)=O.[Na+], predict the reaction product. The product is: [NH2:25][C:26]1[C:27]([C:36]([NH:39][C@@H:40]([CH:49]2[CH2:54][CH2:53][CH2:52][CH2:51][CH2:50]2)[CH2:41][C:42]([O:44][C:45]([CH3:48])([CH3:46])[CH3:47])=[O:43])=[O:38])=[CH:28][C:29]2[C:34]([CH:35]=1)=[CH:33][CH:32]=[CH:31][CH:30]=2. (8) Given the reactants [Al+3].[Cl-].[Cl-].[Cl-].Br[CH2:6][CH2:7][CH2:8][CH2:9][CH2:10][CH2:11][CH2:12][CH2:13][CH2:14][CH2:15][N:16]([C:21]([F:24])([F:23])[F:22])[C:17]([F:20])([F:19])[F:18].[CH:25]1[CH:30]=[CH:29][CH:28]=[CH:27][CH:26]=1, predict the reaction product. The product is: [C:25]1([CH2:6][CH2:7][CH2:8][CH2:9][CH2:10][CH2:11][CH2:12][CH2:13][CH2:14][CH2:15][N:16]([C:21]([F:24])([F:23])[F:22])[C:17]([F:20])([F:19])[F:18])[CH:30]=[CH:29][CH:28]=[CH:27][CH:26]=1. (9) The product is: [F:1][C:2]([F:15])([CH:9]([F:14])[C:10]([F:12])([F:13])[F:11])[CH2:3][C:4]([CH2:22][C:23]([F:31])([F:30])[CH:24]([F:29])[C:25]([F:28])([F:27])[F:26])([C:7]#[N:8])[C:5]#[N:6]. Given the reactants [F:1][C:2]([F:15])([CH:9]([F:14])[C:10]([F:13])([F:12])[F:11])[CH2:3][CH:4]([C:7]#[N:8])[C:5]#[N:6].FC(F)(F)S(O[CH2:22][C:23]([F:31])([F:30])[CH:24]([F:29])[C:25]([F:28])([F:27])[F:26])(=O)=O.C(=O)([O-])[O-].[K+].[K+].Cl, predict the reaction product. (10) Given the reactants Br[C:2]1[CH:3]=[C:4]([CH:8]([NH:14][C:15]([C@@H:17]2[CH2:22][CH2:21][CH2:20][N:19]([C:23](=[O:39])[CH2:24][CH2:25][CH:26]3[CH2:31][CH2:30][N:29]([C:32]([O:34][C:35]([CH3:38])([CH3:37])[CH3:36])=[O:33])[CH2:28][CH2:27]3)[CH2:18]2)=[O:16])[CH2:9][C:10]([O:12][CH3:13])=[O:11])[CH:5]=[N:6][CH:7]=1.[Cl:40][C:41]1[CH:46]=[CH:45][C:44](B(O)O)=[CH:43][C:42]=1[N+:50]([O-:52])=[O:51].[F-].[K+], predict the reaction product. The product is: [Cl:40][C:41]1[CH:46]=[CH:45][C:44]([C:2]2[CH:3]=[C:4]([CH:8]([NH:14][C:15]([C@@H:17]3[CH2:22][CH2:21][CH2:20][N:19]([C:23](=[O:39])[CH2:24][CH2:25][CH:26]4[CH2:27][CH2:28][N:29]([C:32]([O:34][C:35]([CH3:36])([CH3:38])[CH3:37])=[O:33])[CH2:30][CH2:31]4)[CH2:18]3)=[O:16])[CH2:9][C:10]([O:12][CH3:13])=[O:11])[CH:5]=[N:6][CH:7]=2)=[CH:43][C:42]=1[N+:50]([O-:52])=[O:51].